From a dataset of Full USPTO retrosynthesis dataset with 1.9M reactions from patents (1976-2016). Predict the reactants needed to synthesize the given product. Given the product [CH3:1][O:2][C:3](=[O:22])[CH2:4][CH2:5][NH:6][C:7](=[O:21])[CH:8]([NH:41][C:39]1[CH:40]=[C:35]([N:26]2[C:27](=[O:34])[CH:28]=[C:29]([C:30]([F:32])([F:33])[F:31])[N:24]([CH3:23])[C:25]2=[O:44])[C:36]([F:43])=[CH:37][C:38]=1[Cl:42])[CH3:9], predict the reactants needed to synthesize it. The reactants are: [CH3:1][O:2][C:3](=[O:22])[CH2:4][CH2:5][NH:6][C:7](=[O:21])[CH:8](OS(C1C=CC(C)=CC=1)(=O)=O)[CH3:9].[CH3:23][N:24]1[C:29]([C:30]([F:33])([F:32])[F:31])=[CH:28][C:27](=[O:34])[N:26]([C:35]2[CH:40]=[C:39]([NH2:41])[C:38]([Cl:42])=[CH:37][C:36]=2[F:43])[C:25]1=[O:44].C(=O)([O-])[O-].[K+].[K+].